This data is from Catalyst prediction with 721,799 reactions and 888 catalyst types from USPTO. The task is: Predict which catalyst facilitates the given reaction. Product: [Cl-:22].[Cl:1][CH2:3][CH2:4][NH+:5]1[CH2:10][CH2:9][S:8](=[O:12])(=[O:11])[CH2:7][CH2:6]1. The catalyst class is: 146. Reactant: [Cl-:1].O[CH2:3][CH2:4][NH+:5]1[CH2:10][CH2:9][S:8](=[O:12])(=[O:11])[CH2:7][CH2:6]1.Cl.N1C=CC=CC=1.S(Cl)([Cl:22])=O.